This data is from Full USPTO retrosynthesis dataset with 1.9M reactions from patents (1976-2016). The task is: Predict the reactants needed to synthesize the given product. (1) Given the product [Br:1][C:2]1[CH:7]=[CH:6][C:5]([CH2:8][CH3:9])=[C:4]([O:11][CH2:12][CH2:13][CH2:14][O:15][CH3:16])[CH:3]=1, predict the reactants needed to synthesize it. The reactants are: [Br:1][C:2]1[CH:7]=[CH:6][C:5]([C:8](=O)[CH3:9])=[C:4]([O:11][CH2:12][CH2:13][CH2:14][O:15][CH3:16])[CH:3]=1.[OH-].[K+].NN.Cl. (2) The reactants are: [OH-:1].[K+].FC(F)(F)S(O[C:9]1[CH:10]=[C:11]2[C:16](=[CH:17][CH:18]=1)[C:15](=[O:19])[NH:14][CH2:13][CH2:12]2)(=O)=O.C(Cl)(Cl)Cl.CN1[C:31](=[O:32])CCC1. Given the product [O:19]=[C:15]1[C:16]2[C:11](=[CH:10][C:9]([C:31]([OH:32])=[O:1])=[CH:18][CH:17]=2)[CH2:12][CH2:13][NH:14]1, predict the reactants needed to synthesize it.